This data is from Experimentally validated miRNA-target interactions with 360,000+ pairs, plus equal number of negative samples. The task is: Binary Classification. Given a miRNA mature sequence and a target amino acid sequence, predict their likelihood of interaction. The miRNA is mmu-miR-99b-5p with sequence CACCCGUAGAACCGACCUUGCG. The protein sequence of the target gene is MSLVAEAFVSQIAATEPWPENATLYQQLRGEQILLSDNAASLAVQAFLQMCNLPVKVVCRANAEYMSPSGKVPFIHVGNQVVSELGPIVQFVKAKGHSLSDGLDEVQKAEMKAYMELVNNMLLTAELYLQWCDEATVGEITIARYGSPYPWPLNHILAYQKQWEVKRKMKAIGWGNKTLDQVLEDVDQCCQALSQRLGTQPYFFNKQPTELDALVFGHLYTILTTQLTSDELSEKVKNYSNLLAFCRRIEQHYFEDWGKGRLS. Result: 0 (no interaction).